From a dataset of Merck oncology drug combination screen with 23,052 pairs across 39 cell lines. Regression. Given two drug SMILES strings and cell line genomic features, predict the synergy score measuring deviation from expected non-interaction effect. (1) Drug 1: COC12C(COC(N)=O)C3=C(C(=O)C(C)=C(N)C3=O)N1CC1NC12. Drug 2: CNC(=O)c1cc(Oc2ccc(NC(=O)Nc3ccc(Cl)c(C(F)(F)F)c3)cc2)ccn1. Cell line: HCT116. Synergy scores: synergy=-21.2. (2) Drug 1: CCC1(O)CC2CN(CCc3c([nH]c4ccccc34)C(C(=O)OC)(c3cc4c(cc3OC)N(C)C3C(O)(C(=O)OC)C(OC(C)=O)C5(CC)C=CCN6CCC43C65)C2)C1. Drug 2: Cn1c(=O)n(-c2ccc(C(C)(C)C#N)cc2)c2c3cc(-c4cnc5ccccc5c4)ccc3ncc21. Cell line: LNCAP. Synergy scores: synergy=11.9. (3) Drug 1: N#Cc1ccc(Cn2cncc2CN2CCN(c3cccc(Cl)c3)C(=O)C2)cc1. Drug 2: CC1(c2nc3c(C(N)=O)cccc3[nH]2)CCCN1. Cell line: SKOV3. Synergy scores: synergy=4.85. (4) Drug 1: CS(=O)(=O)CCNCc1ccc(-c2ccc3ncnc(Nc4ccc(OCc5cccc(F)c5)c(Cl)c4)c3c2)o1. Drug 2: CCc1cnn2c(NCc3ccc[n+]([O-])c3)cc(N3CCCCC3CCO)nc12. Cell line: LNCAP. Synergy scores: synergy=41.4.